This data is from Full USPTO retrosynthesis dataset with 1.9M reactions from patents (1976-2016). The task is: Predict the reactants needed to synthesize the given product. (1) Given the product [Cl:1][C:2]1[CH:3]=[C:4]([F:31])[C:5]2[N:11]3[CH:12]=[CH:13][CH:14]=[C:10]3[C@@H:9]([CH2:15][CH2:16][OH:17])[O:8][C@H:7]([C:20]3[CH:25]=[CH:24][CH:23]=[C:22]([O:26][CH3:27])[C:21]=3[O:28][CH3:29])[C:6]=2[CH:30]=1, predict the reactants needed to synthesize it. The reactants are: [Cl:1][C:2]1[CH:3]=[C:4]([F:31])[C:5]2[N:11]3[CH:12]=[CH:13][CH:14]=[C:10]3[CH:9]([CH2:15][C:16](OC)=[O:17])[O:8][CH:7]([C:20]3[CH:25]=[CH:24][CH:23]=[C:22]([O:26][CH3:27])[C:21]=3[O:28][CH3:29])[C:6]=2[CH:30]=1.[H-].[Al+3].[Li+].[H-].[H-].[H-].[OH-].[Na+].S([O-])([O-])(=O)=O.[Mg+2]. (2) The reactants are: [Cl:1][C:2]1[CH:7]=[CH:6][N:5]=[C:4]([NH2:8])[C:3]=1[N+:9]([O-])=O.[NH4+].[Cl-]. Given the product [Cl:1][C:2]1[CH:7]=[CH:6][N:5]=[C:4]([NH2:8])[C:3]=1[NH2:9], predict the reactants needed to synthesize it. (3) Given the product [F:1][C:2]1[CH:3]=[CH:4][C:5]([OH:31])=[C:6]([C:8]2([CH2:11][C:12]([C:27]([F:28])([F:29])[F:30])([OH:26])[CH2:13][NH:14][C:15]3[CH:24]=[CH:23][CH:22]=[C:21]4[C:16]=3[CH:17]=[CH:18][C:19]([CH3:25])=[N:20]4)[CH2:9][CH2:10]2)[CH:7]=1, predict the reactants needed to synthesize it. The reactants are: [F:1][C:2]1[CH:3]=[CH:4][C:5]([O:31]C)=[C:6]([C:8]2([CH2:11][C:12]([C:27]([F:30])([F:29])[F:28])([OH:26])[CH2:13][NH:14][C:15]3[CH:24]=[CH:23][CH:22]=[C:21]4[C:16]=3[CH:17]=[CH:18][C:19]([CH3:25])=[N:20]4)[CH2:10][CH2:9]2)[CH:7]=1.B(Br)(Br)Br. (4) The reactants are: [F:1][C@H:2]1[C@H:8]([NH:9]C(=O)OC(C)(C)C)[CH2:7][CH2:6][C@@H:5]([C:17]2[N:21]([CH3:22])[N:20]=[CH:19][C:18]=2[N+:23]([O-])=O)[O:4][CH2:3]1.[F:26][C:27]1[CH:32]=[C:31]([C:33]2([OH:37])[CH2:36][O:35][CH2:34]2)[CH:30]=[C:29]([F:38])[C:28]=1[C:39]1[N:44]=[C:43]([C:45](O)=[O:46])[CH:42]=[CH:41][C:40]=1[F:48]. Given the product [NH2:9][C@H:8]1[C@H:2]([F:1])[CH2:3][O:4][C@H:5]([C:17]2[N:21]([CH3:22])[N:20]=[CH:19][C:18]=2[NH:23][C:45](=[O:46])[C:43]2[CH:42]=[CH:41][C:40]([F:48])=[C:39]([C:28]3[C:29]([F:38])=[CH:30][C:31]([C:33]4([OH:37])[CH2:36][O:35][CH2:34]4)=[CH:32][C:27]=3[F:26])[N:44]=2)[CH2:6][CH2:7]1, predict the reactants needed to synthesize it. (5) Given the product [CH2:1]([O:3][CH:4]([CH2:10][C:11]1[CH:16]=[CH:15][C:14]([O:17][CH2:18][CH2:19][C:20]2[CH:21]=[CH:22][C:23]([O:26][S:27]([CH3:30])(=[O:29])=[O:28])=[CH:24][CH:25]=2)=[C:13]([O:31][CH3:32])[CH:12]=1)[C:5]([OH:7])=[O:6])[CH3:2], predict the reactants needed to synthesize it. The reactants are: [CH2:1]([O:3][CH:4]([CH2:10][C:11]1[CH:16]=[CH:15][C:14]([O:17][CH2:18][CH2:19][C:20]2[CH:25]=[CH:24][C:23]([O:26][S:27]([CH3:30])(=[O:29])=[O:28])=[CH:22][CH:21]=2)=[C:13]([O:31][CH3:32])[CH:12]=1)[C:5]([O:7]CC)=[O:6])[CH3:2].[Li+].[OH-]. (6) Given the product [NH:1]1[C:9]2[C:4](=[CH:5][CH:6]=[CH:7][C:8]=2[S:10]([NH:13][C:14]([C@@:16]2([NH:21][C:22]([C@@H:24]3[CH2:28][C@@H:27]([O:29][C:30]4[C:39]5[C:34](=[CH:35][C:36]([O:40][CH3:41])=[CH:37][CH:38]=5)[N:33]=[C:32]([C:42]5[CH:47]=[CH:46][CH:45]=[CH:44][CH:43]=5)[CH:31]=4)[CH2:26][C@@H:25]3[NH:48][C:50](=[O:51])[CH3:49])=[O:23])[CH2:18][C@H:17]2[CH:19]=[CH2:20])=[O:15])(=[O:12])=[O:11])[CH:3]=[CH:2]1, predict the reactants needed to synthesize it. The reactants are: [NH:1]1[C:9]2[C:4](=[CH:5][CH:6]=[CH:7][C:8]=2[S:10]([NH:13][C:14]([C@@:16]2([NH:21][C:22]([C@@H:24]3[CH2:28][C@@H:27]([O:29][C:30]4[C:39]5[C:34](=[CH:35][C:36]([O:40][CH3:41])=[CH:37][CH:38]=5)[N:33]=[C:32]([C:42]5[CH:47]=[CH:46][CH:45]=[CH:44][CH:43]=5)[CH:31]=4)[CH2:26][C@@H:25]3[NH2:48])=[O:23])[CH2:18][C@H:17]2[CH:19]=[CH2:20])=[O:15])(=[O:12])=[O:11])[CH:3]=[CH:2]1.[CH3:49][C:50](O)=[O:51].CCN(C(C)C)C(C)C.CN(C(ON1N=NC2C=CC=CC1=2)=[N+](C)C)C.[B-](F)(F)(F)F. (7) Given the product [CH2:1]([C:11]1[C:16]([CH:17]([CH2:22][CH2:23][CH3:24])[C:18]([O:20][CH3:21])=[O:19])=[C:15]([CH3:25])[N:14]=[C:13]([C:26]2[CH:27]=[CH:28][CH:29]=[CH:30][CH:31]=2)[N:12]=1)[C:2]1[CH:7]=[CH:6][CH:5]=[CH:4][CH:3]=1, predict the reactants needed to synthesize it. The reactants are: [CH2:1]([Mg]Cl)[C:2]1[CH:7]=[CH:6][CH:5]=[CH:4][CH:3]=1.Cl[C:11]1[C:16]([CH:17]([CH2:22][CH2:23][CH3:24])[C:18]([O:20][CH3:21])=[O:19])=[C:15]([CH3:25])[N:14]=[C:13]([C:26]2[CH:31]=[CH:30][CH:29]=[CH:28][CH:27]=2)[N:12]=1.ClCCl.C([Zn])C1C=CC=CC=1. (8) Given the product [Cl:1][C:2]1[CH:3]=[C:4]([NH:15][C:16]2[C:25]3[C:20](=[CH:21][C:22](/[CH:28]=[CH:29]/[CH2:30][CH2:31][N:47]([CH2:48][CH3:49])[CH2:45][CH3:46])=[C:23]([O:26][CH3:27])[CH:24]=3)[N:19]=[CH:18][C:17]=2[C:43]#[N:44])[CH:5]=[CH:6][C:7]=1[S:8][C:9]1[N:10]([CH3:14])[CH:11]=[CH:12][N:13]=1, predict the reactants needed to synthesize it. The reactants are: [Cl:1][C:2]1[CH:3]=[C:4]([NH:15][C:16]2[C:25]3[C:20](=[CH:21][C:22]([CH:28]=[CH:29][CH2:30][CH2:31]OS(C4C=CC(C)=CC=4)(=O)=O)=[C:23]([O:26][CH3:27])[CH:24]=3)[N:19]=[CH:18][C:17]=2[C:43]#[N:44])[CH:5]=[CH:6][C:7]=1[S:8][C:9]1[N:10]([CH3:14])[CH:11]=[CH:12][N:13]=1.[CH2:45]([NH:47][CH2:48][CH3:49])[CH3:46]. (9) Given the product [CH:16]1([C@H:11]([NH:10][C:8]([C:5]2[CH:6]=[CH:7][C:2]([C:39]3[CH:40]=[CH:41][C:36]([OH:35])=[CH:37][CH:38]=3)=[CH:3][C:4]=2[NH:22][C:23]([NH:25][C:26]2[C:31]([CH3:32])=[CH:30][C:29]([CH3:33])=[CH:28][C:27]=2[CH3:34])=[O:24])=[O:9])[C:12]([O:14][CH3:15])=[O:13])[CH2:21][CH2:20][CH2:19][CH2:18][CH2:17]1, predict the reactants needed to synthesize it. The reactants are: Cl[C:2]1[CH:7]=[CH:6][C:5]([C:8]([NH:10][C@@H:11]([CH:16]2[CH2:21][CH2:20][CH2:19][CH2:18][CH2:17]2)[C:12]([O:14][CH3:15])=[O:13])=[O:9])=[C:4]([NH:22][C:23]([NH:25][C:26]2[C:31]([CH3:32])=[CH:30][C:29]([CH3:33])=[CH:28][C:27]=2[CH3:34])=[O:24])[CH:3]=1.[OH:35][C:36]1[CH:41]=[CH:40][C:39](B(O)O)=[CH:38][CH:37]=1.[F-].[Cs+].O. (10) The reactants are: [CH3:1][N:2]([CH3:32])[C:3]([N:5]1[CH2:9][CH:8]2[CH2:10][C:11]([CH2:25][C:26]3[CH:31]=[CH:30][CH:29]=[CH:28][CH:27]=3)([NH:13][CH2:14][C:15]([N:17]3[CH2:21][C@@H:20]([F:22])[CH2:19][C@H:18]3[C:23]#[N:24])=[O:16])[CH2:12][CH:7]2[CH2:6]1)=[O:4].[C:33]([OH:42])(=[O:41])[CH:34]([CH:36]([C:38]([OH:40])=[O:39])[OH:37])[OH:35]. Given the product [C:38]([CH:36]([CH:34]([C:33]([OH:42])=[O:41])[OH:35])[OH:37])([OH:40])=[O:39].[CH3:32][N:2]([CH3:1])[C:3]([N:5]1[CH2:6][CH:7]2[CH2:12][C:11]([CH2:25][C:26]3[CH:27]=[CH:28][CH:29]=[CH:30][CH:31]=3)([NH:13][CH2:14][C:15]([N:17]3[CH2:21][C@@H:20]([F:22])[CH2:19][C@H:18]3[C:23]#[N:24])=[O:16])[CH2:10][CH:8]2[CH2:9]1)=[O:4], predict the reactants needed to synthesize it.